This data is from TCR-epitope binding with 47,182 pairs between 192 epitopes and 23,139 TCRs. The task is: Binary Classification. Given a T-cell receptor sequence (or CDR3 region) and an epitope sequence, predict whether binding occurs between them. (1) The epitope is KLSYGIATV. The TCR CDR3 sequence is CASSYVGDGTYEQYF. Result: 1 (the TCR binds to the epitope). (2) The epitope is GILGFVFTL. The TCR CDR3 sequence is CATSGGVGSYEQYF. Result: 0 (the TCR does not bind to the epitope).